This data is from Forward reaction prediction with 1.9M reactions from USPTO patents (1976-2016). The task is: Predict the product of the given reaction. (1) Given the reactants [NH2:1][C:2]1[C:10]2[C:5](=[N:6][CH:7]=[CH:8][C:9]=2[O:11]CC2C=CC(OC)=CC=2)[S:4][C:3]=1[C:21]([NH2:23])=[O:22].[F:24][C:25]([F:30])([F:29])[C:26]([OH:28])=[O:27], predict the reaction product. The product is: [F:24][C:25]([F:30])([F:29])[C:26]([OH:28])=[O:27].[NH2:1][C:2]1[C:10]2[C:9](=[O:11])[CH:8]=[CH:7][NH:6][C:5]=2[S:4][C:3]=1[C:21]([NH2:23])=[O:22]. (2) Given the reactants [Br:1][C:2]1[C:3]([C:9]2[CH:14]=[CH:13][C:12]([Cl:15])=[CH:11][CH:10]=2)=[CH:4][C:5](Cl)=[N:6][CH:7]=1.[NH2:16][NH2:17], predict the reaction product. The product is: [Br:1][C:2]1[C:3]([C:9]2[CH:14]=[CH:13][C:12]([Cl:15])=[CH:11][CH:10]=2)=[CH:4][C:5]([NH:16][NH2:17])=[N:6][CH:7]=1. (3) Given the reactants [C:1]1([C:10]2[CH:15]=[CH:14][CH:13]=[CH:12][CH:11]=2)[CH:6]=[CH:5][CH:4]=[C:3]([C:7]([OH:9])=O)[CH:2]=1.C(N(C(C)C)CC)(C)C.F[P-](F)(F)(F)(F)F.CN(C(N(C)C)=[N+]1C2C(=NC=CC=2)[N+]([O-])=N1)C.[F:49][C:50]([F:72])([F:71])[O:51][C:52]1[CH:57]=[CH:56][C:55]([N:58]2[CH:62]=[N:61][C:60]([C:63]3[CH:68]=[CH:67][C:66]([CH2:69][NH2:70])=[CH:65][CH:64]=3)=[N:59]2)=[CH:54][CH:53]=1, predict the reaction product. The product is: [F:72][C:50]([F:49])([F:71])[O:51][C:52]1[CH:53]=[CH:54][C:55]([N:58]2[CH:62]=[N:61][C:60]([C:63]3[CH:68]=[CH:67][C:66]([CH2:69][NH:70][C:7]([C:3]4[CH:2]=[C:1]([C:10]5[CH:15]=[CH:14][CH:13]=[CH:12][CH:11]=5)[CH:6]=[CH:5][CH:4]=4)=[O:9])=[CH:65][CH:64]=3)=[N:59]2)=[CH:56][CH:57]=1. (4) Given the reactants [OH-].[K+].[C:3]1([C:12]([O:14]CC)=[O:13])([C:7]([O:9][CH2:10][CH3:11])=[O:8])[CH2:6][CH2:5][CH2:4]1.Cl, predict the reaction product. The product is: [CH2:10]([O:9][C:7]([C:3]1([C:12]([OH:14])=[O:13])[CH2:4][CH2:5][CH2:6]1)=[O:8])[CH3:11]. (5) The product is: [CH3:31][C:26]1[CH:27]=[CH:28][CH:29]=[CH:30][C:25]=1[C:23]([C:20]1[S:19][C:18]([NH:17][CH2:16][CH2:15][CH2:14][NH:13][S:7]([NH:10][C:1]([CH3:4])([CH3:3])[CH3:2])(=[O:9])=[O:8])=[N:22][CH:21]=1)=[O:24]. Given the reactants [C:1](O)([CH3:4])([CH3:3])[CH3:2].Cl[S:7]([N:10]=C=O)(=[O:9])=[O:8].[NH2:13][CH2:14][CH2:15][CH2:16][NH:17][C:18]1[S:19][C:20]([C:23]([C:25]2[CH:30]=[CH:29][CH:28]=[CH:27][C:26]=2[CH3:31])=[O:24])=[CH:21][N:22]=1.C(N(CC)CC)C, predict the reaction product. (6) Given the reactants [N+:1]([C:4]1[CH:9]=[CH:8][C:7]([N:10]2[CH2:15][CH2:14][CH2:13][NH:12][C:11]2=[O:16])=[CH:6][CH:5]=1)([O-:3])=[O:2].[H-].[Na+].I[CH3:20], predict the reaction product. The product is: [CH3:20][N:12]1[CH2:13][CH2:14][CH2:15][N:10]([C:7]2[CH:6]=[CH:5][C:4]([N+:1]([O-:3])=[O:2])=[CH:9][CH:8]=2)[C:11]1=[O:16].